This data is from Reaction yield outcomes from USPTO patents with 853,638 reactions. The task is: Predict the reaction yield, written as a fraction of the theoretical maximum amount of product (1.0 means a 100% yield; for example, 0.34 means a 34% yield). (1) The reactants are Br[CH2:2][C:3]1[CH:8]=[CH:7][C:6]([C:9]2[CH:16]=[CH:15][CH:14]=[CH:13][C:10]=2[C:11]#[N:12])=[CH:5][CH:4]=1.C(=O)(O)[O-:18].[Na+].O. The catalyst is CS(C)=O. The product is [CH:2]([C:3]1[CH:8]=[CH:7][C:6]([C:9]2[CH:16]=[CH:15][CH:14]=[CH:13][C:10]=2[C:11]#[N:12])=[CH:5][CH:4]=1)=[O:18]. The yield is 0.630. (2) The reactants are [H-].[Na+].[C:3]([C:5]1[C:10]([C:11]2[NH:15][CH:14]=[C:13]([CH2:16][N:17]([CH3:25])[C:18](=[O:24])[O:19][C:20]([CH3:23])([CH3:22])[CH3:21])[CH:12]=2)=[CH:9][CH:8]=[CH:7][N:6]=1)#[N:4].C1OCCOCCOCCOCCOC1.[O:41]1[CH:45]=[CH:44][CH:43]=[C:42]1[S:46](Cl)(=[O:48])=[O:47].[Cl-].[NH4+]. The catalyst is O1CCCC1. The product is [C:3]([C:5]1[C:10]([C:11]2[N:15]([S:46]([C:42]3[O:41][CH:45]=[CH:44][CH:43]=3)(=[O:48])=[O:47])[CH:14]=[C:13]([CH2:16][N:17]([CH3:25])[C:18](=[O:24])[O:19][C:20]([CH3:21])([CH3:22])[CH3:23])[CH:12]=2)=[CH:9][CH:8]=[CH:7][N:6]=1)#[N:4]. The yield is 0.910. (3) The reactants are [CH3:1][N:2]([CH3:38])[CH2:3][C@H:4]([NH:16][S:17]([C:20]1[CH:25]=[CH:24][C:23]([O:26][CH2:27][CH3:28])=[C:22]([NH:29][C:30]([N:32]2[CH2:37][CH2:36][O:35][CH2:34][CH2:33]2)=[O:31])[CH:21]=1)(=[O:19])=[O:18])[CH2:5][C:6]([O:8][CH2:9][C:10]1[CH:15]=[CH:14][CH:13]=[CH:12][CH:11]=1)=[O:7].[CH3:39][I:40]. No catalyst specified. The product is [I-:40].[CH2:9]([O:8][C:6](=[O:7])[CH2:5][C@@H:4]([NH:16][S:17]([C:20]1[CH:25]=[CH:24][C:23]([O:26][CH2:27][CH3:28])=[C:22]([NH:29][C:30]([N:32]2[CH2:33][CH2:34][O:35][CH2:36][CH2:37]2)=[O:31])[CH:21]=1)(=[O:18])=[O:19])[CH2:3][N+:2]([CH3:39])([CH3:1])[CH3:38])[C:10]1[CH:15]=[CH:14][CH:13]=[CH:12][CH:11]=1. The yield is 1.00. (4) The reactants are [CH3:1][C:2]1[C:6]([C:7]2[CH:15]=[C:14]3[C:10]([C:11]4[C:19]([C:20]5[C:29]6[C:24](=[CH:25][CH:26]=[CH:27][CH:28]=6)[C:23]([C:30](O)=[O:31])=[CH:22][CH:21]=5)=[N:18][C:17]([CH3:33])=[N:16][C:12]=4[NH:13]3)=[CH:9][C:8]=2[O:34][CH3:35])=[C:5]([CH3:36])[O:4][N:3]=1.C([N:44]1[CH2:49][CH2:48][CH:47]([NH2:50])[CH2:46][CH2:45]1)(OC(C)(C)C)=O.C(C(O)=O)(F)(F)F. No catalyst specified. The product is [CH3:1][C:2]1[C:6]([C:7]2[CH:15]=[C:14]3[C:10]([C:11]4[C:19]([C:20]5[C:29]6[C:24](=[CH:25][CH:26]=[CH:27][CH:28]=6)[C:23]([C:30]([NH:50][CH:47]6[CH2:48][CH2:49][NH:44][CH2:45][CH2:46]6)=[O:31])=[CH:22][CH:21]=5)=[N:18][C:17]([CH3:33])=[N:16][C:12]=4[NH:13]3)=[CH:9][C:8]=2[O:34][CH3:35])=[C:5]([CH3:36])[O:4][N:3]=1. The yield is 0.510. (5) The catalyst is CN(C=O)C. The product is [F:25][C:26]([F:31])([F:30])[C:27]([OH:29])=[O:28].[NH:1]1[CH:5]=[C:4]([CH2:6][CH2:7][NH:8][C:9]([NH:10][CH:11]([CH2:15][C:16]2[CH:21]=[CH:20][C:19]([O:22][CH3:23])=[CH:18][CH:17]=2)[C:12]([N:41]2[CH2:40][C:39]([CH:34]3[CH2:35][CH2:36][CH2:37][CH2:38][CH:33]3[CH3:32])([O:43][CH2:44][CH2:45][CH3:46])[CH2:42]2)=[O:14])=[O:24])[N:3]=[CH:2]1. The yield is 0.180. The reactants are [NH:1]1[CH:5]=[C:4]([CH2:6][CH2:7][NH:8][C:9](=[O:24])[NH:10][CH:11]([CH2:15][C:16]2[CH:21]=[CH:20][C:19]([O:22][CH3:23])=[CH:18][CH:17]=2)[C:12]([OH:14])=O)[N:3]=[CH:2]1.[F:25][C:26]([F:31])([F:30])[C:27]([OH:29])=[O:28].[CH3:32][CH:33]1[CH2:38][CH2:37][CH2:36][CH2:35][CH:34]1[C:39]1([O:43][CH2:44][CH2:45][CH3:46])[CH2:42][NH:41][CH2:40]1.C(Cl)CCl.C1C=CC2N(O)N=NC=2C=1.[OH-].[Na+]. (6) The product is [Cl:11][C:8]1[CH:9]=[CH:10][N:6]2[C:7]=1[C:2]([O:22][C:14]1[CH:15]=[CH:16][C:17]([N+:19]([O-:21])=[O:20])=[CH:18][C:13]=1[F:12])=[N:3][CH:4]=[N:5]2. The yield is 0.710. The catalyst is CN(C=O)C. The reactants are Cl[C:2]1[C:7]2=[C:8]([Cl:11])[CH:9]=[CH:10][N:6]2[N:5]=[CH:4][N:3]=1.[F:12][C:13]1[CH:18]=[C:17]([N+:19]([O-:21])=[O:20])[CH:16]=[CH:15][C:14]=1[OH:22].C(=O)([O-])[O-].[K+].[K+]. (7) The reactants are [Br:1][C:2]1[CH:6]=[C:5]([C:7]([OH:9])=O)[N:4]([C:10]2[C:15]([Cl:16])=[CH:14][CH:13]=[CH:12][N:11]=2)[N:3]=1.[Cl:17][C:18]1[CH:19]=[C:20]2[C:24](=[C:25]([CH3:27])[CH:26]=1)[NH:23][C:22](=[O:28])[C:21]2=[O:29].N1C=CC=C(C)C=1.CS(Cl)(=O)=O. The catalyst is C(#N)C. The product is [Br:1][C:2]1[CH:6]=[C:5]([C:7]([N:23]2[C:24]3[C:20](=[CH:19][C:18]([Cl:17])=[CH:26][C:25]=3[CH3:27])[C:21](=[O:29])[C:22]2=[O:28])=[O:9])[N:4]([C:10]2[C:15]([Cl:16])=[CH:14][CH:13]=[CH:12][N:11]=2)[N:3]=1. The yield is 0.776. (8) The reactants are [NH2:1][C:2]1[CH:7]=[C:6]([C:8](=[O:10])[CH3:9])[CH:5]=[CH:4][N:3]=1.[BH4-].[Na+]. The catalyst is CO. The product is [NH2:1][C:2]1[CH:7]=[C:6]([CH:8]([OH:10])[CH3:9])[CH:5]=[CH:4][N:3]=1. The yield is 0.450. (9) The reactants are [CH2:1]([O:3][C:4](=[O:26])[C:5]([CH3:25])([CH3:24])[CH2:6][CH2:7][CH2:8][CH2:9][C:10](=[O:23])[CH2:11][CH2:12][CH2:13][CH2:14][C:15]([CH3:22])([CH3:21])[C:16]([O:18][CH2:19][CH3:20])=[O:17])[CH3:2].[BH4-].[Na+].O. The catalyst is CO. The product is [CH2:19]([O:18][C:16](=[O:17])[C:15]([CH3:21])([CH3:22])[CH2:14][CH2:13][CH2:12][CH2:11][CH:10]([OH:23])[CH2:9][CH2:8][CH2:7][CH2:6][C:5]([CH3:25])([CH3:24])[C:4]([O:3][CH2:1][CH3:2])=[O:26])[CH3:20]. The yield is 0.920.